Dataset: Reaction yield outcomes from USPTO patents with 853,638 reactions. Task: Predict the reaction yield, written as a fraction of the theoretical maximum amount of product (1.0 means a 100% yield; for example, 0.34 means a 34% yield). The reactants are [CH3:1][C:2]1[C:3]2[N:4]([C:18]([C:21]#[C:22][Si](C)(C)C)=[CH:19][N:20]=2)[CH:5]=[C:6]([C:8]2[CH:13]=[CH:12][C:11]([C:14]([F:17])([F:16])[F:15])=[CH:10][CH:9]=2)[CH:7]=1.C([O-])([O-])=O.[K+].[K+]. The catalyst is C1COCC1.CO.CC(OC)(C)C. The product is [C:21]([C:18]1[N:4]2[CH:5]=[C:6]([C:8]3[CH:13]=[CH:12][C:11]([C:14]([F:16])([F:17])[F:15])=[CH:10][CH:9]=3)[CH:7]=[C:2]([CH3:1])[C:3]2=[N:20][CH:19]=1)#[CH:22]. The yield is 0.830.